The task is: Predict which catalyst facilitates the given reaction.. This data is from Catalyst prediction with 721,799 reactions and 888 catalyst types from USPTO. (1) Reactant: [I:1][C:2]1[C:3]([C:14]2[N:15]=[N:16][NH:17][N:18]=2)=[N:4][C:5]([S:12][CH3:13])=[N:6][C:7]=1[C:8]([F:11])([F:10])[F:9].[CH:19]1C=CC=CC=1.C[Si](C=[N+]=[N-])(C)C. Product: [I:1][C:2]1[C:3]([C:14]2[N:15]=[N:16][N:17]([CH3:19])[N:18]=2)=[N:4][C:5]([S:12][CH3:13])=[N:6][C:7]=1[C:8]([F:11])([F:10])[F:9]. The catalyst class is: 5. (2) The catalyst class is: 7. Product: [CH3:20][O:21][C:22]1[CH:27]=[CH:26][C:25]([NH:28][CH:3]([CH3:4])[CH2:2][C:1]([N:6]2[CH2:10][CH2:9][O:8][C:7]2=[O:11])=[O:5])=[CH:24][CH:23]=1. Reactant: [C:1]([N:6]1[CH2:10][CH2:9][O:8][C:7]1=[O:11])(=[O:5])/[CH:2]=[CH:3]/[CH3:4].FC(F)(F)S(O)(=O)=O.[CH3:20][O:21][C:22]1[CH:27]=[CH:26][C:25]([NH2:28])=[CH:24][CH:23]=1.COC1C=CC(N)=CC=1.[Cl-].[NH4+]. (3) Reactant: FC(F)(F)S(O[C:7]1[CH:15]=[CH:14][C:13]([C:16]2[N:17]([C:32]([O:34][C:35]([CH3:38])([CH3:37])[CH3:36])=[O:33])[C:18]3[C:23]([CH:24]=2)=[CH:22][C:21]([CH2:25][N:26]2[CH2:31][CH2:30][CH2:29][CH2:28][CH2:27]2)=[CH:20][CH:19]=3)=[C:12]2[C:8]=1[CH2:9][NH:10][C:11]2=[O:39])(=O)=O.O.[C:43](#[N:45])C. Product: [C:43]([C:7]1[CH:15]=[CH:14][C:13]([C:16]2[N:17]([C:32]([O:34][C:35]([CH3:37])([CH3:38])[CH3:36])=[O:33])[C:18]3[C:23]([CH:24]=2)=[CH:22][C:21]([CH2:25][N:26]2[CH2:27][CH2:28][CH2:29][CH2:30][CH2:31]2)=[CH:20][CH:19]=3)=[C:12]2[C:8]=1[CH2:9][NH:10][C:11]2=[O:39])#[N:45]. The catalyst class is: 507. (4) Product: [OH:5][C:4]1[C:3]([OH:8])=[N:23][C:16]2[C:17](=[CH:18][CH:19]=[CH:20][CH:21]=2)[N:22]=1. Reactant: O.O.[C:3]([OH:8])(=O)[C:4](O)=[O:5].C(O)(=O)C(O)=O.Cl.[C:16]1([NH2:23])[CH:21]=[CH:20][CH:19]=[CH:18][C:17]=1[NH2:22]. The catalyst class is: 6. (5) Reactant: C(N(CC)CC)C.[CH:8]([C:10]1[C:18]2[C:13](=[CH:14][CH:15]=[CH:16][CH:17]=2)[N:12](C(OC(C)(C)C)=O)[CH:11]=1)=[O:9].[CH:26]([O:29][C:30]1[N:35]=[CH:34][C:33]([CH:36]=[N:37][C:38]2[CH:43]=[CH:42][CH:41]=[C:40]([O:44][CH3:45])[CH:39]=2)=[CH:32][CH:31]=1)([CH3:28])[CH3:27]. Product: [NH:12]1[C:13]2[C:18](=[CH:17][CH:16]=[CH:15][CH:14]=2)[C:10]([C:8](=[O:9])[CH:36]([C:33]2[CH:34]=[N:35][C:30]([O:29][CH:26]([CH3:28])[CH3:27])=[CH:31][CH:32]=2)[NH:37][C:38]2[CH:43]=[CH:42][CH:41]=[C:40]([O:44][CH3:45])[CH:39]=2)=[CH:11]1. The catalyst class is: 433.